From a dataset of Reaction yield outcomes from USPTO patents with 853,638 reactions. Predict the reaction yield, written as a fraction of the theoretical maximum amount of product (1.0 means a 100% yield; for example, 0.34 means a 34% yield). (1) The reactants are [F:1][C:2]1[CH:7]=[CH:6][C:5]([C:8]2[CH:16]=[CH:15][CH:14]=[C:13]3[C:9]=2[CH2:10][C:11](=[O:17])[NH:12]3)=[CH:4][CH:3]=1.[CH3:18][C:19]1[CH:23]=[C:22]([CH3:24])[NH:21][C:20]=1[CH:25]=O. The catalyst is C(O)C.N1CCCCC1. The product is [CH3:18][C:19]1[CH:23]=[C:22]([CH3:24])[NH:21][C:20]=1[CH:25]=[C:10]1[C:9]2[C:13](=[CH:14][CH:15]=[CH:16][C:8]=2[C:5]2[CH:4]=[CH:3][C:2]([F:1])=[CH:7][CH:6]=2)[NH:12][C:11]1=[O:17]. The yield is 0.450. (2) The reactants are [OH:1][C:2]1[C:9]([CH3:10])=[CH:8][C:5]([C:6]#[N:7])=[CH:4][C:3]=1[CH3:11].[H-].[Na+].[CH2:14](Br)[C:15]1[CH:20]=[CH:19][CH:18]=[CH:17][CH:16]=1. The catalyst is CN(C=O)C. The product is [CH2:14]([O:1][C:2]1[C:3]([CH3:11])=[CH:4][C:5]([C:6]#[N:7])=[CH:8][C:9]=1[CH3:10])[C:15]1[CH:20]=[CH:19][CH:18]=[CH:17][CH:16]=1. The yield is 1.00. (3) The reactants are Cl[CH2:2][CH2:3][NH:4][C:5]([NH:7][C:8]1[CH:9]=[N:10][CH:11]=[CH:12][CH:13]=1)=[O:6].[H-].[Na+].C(OCC)(=O)C. The catalyst is CN(C=O)C.C1COCC1. The product is [N:10]1[CH:11]=[CH:12][CH:13]=[C:8]([N:7]2[CH2:2][CH2:3][NH:4][C:5]2=[O:6])[CH:9]=1. The yield is 0.970. (4) The reactants are [BH3-]C#N.[Na+].[NH:5]1[C:13]2[C:8](=[CH:9][CH:10]=[C:11]([C:14]([O:16][CH3:17])=[O:15])[CH:12]=2)[CH:7]=[CH:6]1. The catalyst is C(O)(=O)C. The product is [NH:5]1[C:13]2[C:8](=[CH:9][CH:10]=[C:11]([C:14]([O:16][CH3:17])=[O:15])[CH:12]=2)[CH2:7][CH2:6]1. The yield is 0.750. (5) The reactants are C([O:4][C:5](=[O:34])[C:6]1[CH:11]=[CH:10][C:9]([C:12]([F:15])([F:14])[F:13])=[CH:8][C:7]=1[C:16]1[CH:25]=[C:24]2[C:19]([C@H:20]([OH:33])[C@@H:21]([CH2:26][C:27]3[CH:32]=[CH:31][CH:30]=[CH:29][CH:28]=3)[CH2:22][O:23]2)=[CH:18][CH:17]=1)(C)C.O.O.[OH-].[Li+]. The catalyst is C(O)(C)C. The product is [CH2:26]([C@@H:21]1[C@@H:20]([OH:33])[C:19]2[C:24](=[CH:25][C:16]([C:7]3[CH:8]=[C:9]([C:12]([F:15])([F:13])[F:14])[CH:10]=[CH:11][C:6]=3[C:5]([OH:34])=[O:4])=[CH:17][CH:18]=2)[O:23][CH2:22]1)[C:27]1[CH:28]=[CH:29][CH:30]=[CH:31][CH:32]=1. The yield is 0.950. (6) The reactants are [CH2:1]([C:3]1[NH:4][C:5](=[O:27])[C:6]([CH2:12][C:13]2[CH:18]=[CH:17][C:16]([C:19]3[C:20]([C:25]#[N:26])=[CH:21][CH:22]=[CH:23][CH:24]=3)=[CH:15][CH:14]=2)=[C:7]([CH2:9][CH2:10][CH3:11])[N:8]=1)[CH3:2].[CH3:28][O:29][C:30]1[CH:35]=[CH:34][C:33](B(O)O)=[CH:32][CH:31]=1.N1C=CC=CC=1.C(N(CC)CC)C. The catalyst is C(OCC)(=O)C.C([O-])(=O)C.[Cu+2].C([O-])(=O)C.ClCCl. The product is [CH2:1]([C:3]1[N:4]([C:33]2[CH:34]=[CH:35][C:30]([O:29][CH3:28])=[CH:31][CH:32]=2)[C:5](=[O:27])[C:6]([CH2:12][C:13]2[CH:18]=[CH:17][C:16]([C:19]3[C:20]([C:25]#[N:26])=[CH:21][CH:22]=[CH:23][CH:24]=3)=[CH:15][CH:14]=2)=[C:7]([CH2:9][CH2:10][CH3:11])[N:8]=1)[CH3:2]. The yield is 1.00. (7) The reactants are [NH:1]1[C:9]2[C:4](=[N:5][CH:6]=[CH:7][CH:8]=2)[CH:3]=[N:2]1.[OH-].[K+].[I:12]I. The catalyst is CN(C=O)C.O. The product is [I:12][C:3]1[C:4]2=[N:5][CH:6]=[CH:7][CH:8]=[C:9]2[NH:1][N:2]=1. The yield is 0.570. (8) The reactants are [Cl:1][C:2]1[CH:3]=[C:4]([C:10]2[CH:11]=[C:12]3[C:17](=[CH:18][CH:19]=2)[N:16]=[CH:15][C:14]([C:20](=[O:23])[CH2:21][CH3:22])=[C:13]3[NH:24][C:25]2[CH:26]=[CH:27][C:28]([N:31]3[CH2:36][CH2:35][CH2:34][CH:33]([NH:37]C(=O)OC(C)(C)C)[CH2:32]3)=[N:29][CH:30]=2)[CH:5]=[C:6]([Cl:9])[C:7]=1[OH:8].Cl. The catalyst is ClCCl.C(OCC)C. The product is [NH2:37][CH:33]1[CH2:34][CH2:35][CH2:36][N:31]([C:28]2[N:29]=[CH:30][C:25]([NH:24][C:13]3[C:12]4[C:17](=[CH:18][CH:19]=[C:10]([C:4]5[CH:3]=[C:2]([Cl:1])[C:7]([OH:8])=[C:6]([Cl:9])[CH:5]=5)[CH:11]=4)[N:16]=[CH:15][C:14]=3[C:20](=[O:23])[CH2:21][CH3:22])=[CH:26][CH:27]=2)[CH2:32]1. The yield is 0.330.